This data is from Forward reaction prediction with 1.9M reactions from USPTO patents (1976-2016). The task is: Predict the product of the given reaction. Given the reactants [NH2:1][CH2:2][C:3]1[CH:4]=[CH:5][C:6]([Cl:19])=[C:7]([O:9][C:10]2[CH:11]=[C:12]([CH:15]=[C:16]([Cl:18])[CH:17]=2)[C:13]#[N:14])[CH:8]=1.[Cl:20][C:21]1[CH:29]=[C:28]([S:30]([CH3:33])(=[O:32])=[O:31])[CH:27]=[CH:26][C:22]=1[C:23](O)=[O:24].CN(C(ON1N=NC2C=CC=NC1=2)=[N+](C)C)C.F[P-](F)(F)(F)(F)F.CCN(C(C)C)C(C)C, predict the reaction product. The product is: [Cl:20][C:21]1[CH:29]=[C:28]([S:30]([CH3:33])(=[O:32])=[O:31])[CH:27]=[CH:26][C:22]=1[C:23]([NH:1][CH2:2][C:3]1[CH:4]=[CH:5][C:6]([Cl:19])=[C:7]([O:9][C:10]2[CH:11]=[C:12]([C:13]#[N:14])[CH:15]=[C:16]([Cl:18])[CH:17]=2)[CH:8]=1)=[O:24].